This data is from NCI-60 drug combinations with 297,098 pairs across 59 cell lines. The task is: Regression. Given two drug SMILES strings and cell line genomic features, predict the synergy score measuring deviation from expected non-interaction effect. Drug 1: COC1=CC(=CC(=C1O)OC)C2C3C(COC3=O)C(C4=CC5=C(C=C24)OCO5)OC6C(C(C7C(O6)COC(O7)C8=CC=CS8)O)O. Drug 2: C(CN)CNCCSP(=O)(O)O. Cell line: HCT116. Synergy scores: CSS=29.6, Synergy_ZIP=-4.77, Synergy_Bliss=-7.17, Synergy_Loewe=-8.01, Synergy_HSA=-4.68.